From a dataset of Aqueous solubility values for 9,982 compounds from the AqSolDB database. Regression/Classification. Given a drug SMILES string, predict its absorption, distribution, metabolism, or excretion properties. Task type varies by dataset: regression for continuous measurements (e.g., permeability, clearance, half-life) or binary classification for categorical outcomes (e.g., BBB penetration, CYP inhibition). For this dataset (solubility_aqsoldb), we predict Y. (1) The molecule is CCOC(=O)C(Cl)C(=O)OCC. The Y is -1.72 log mol/L. (2) The molecule is C[n+]1ccccc1.[Cl-]. The Y is 0.420 log mol/L. (3) The compound is CC(C)(C)c1ccc(OP(Oc2ccc(C(C)(C)C)cc2C(C)(C)C)Oc2ccc(C(C)(C)C)cc2C(C)(C)C)c(C(C)(C)C)c1. The Y is -8.11 log mol/L.